This data is from Forward reaction prediction with 1.9M reactions from USPTO patents (1976-2016). The task is: Predict the product of the given reaction. (1) Given the reactants [CH3:1][N:2]([CH3:20])[C:3]1[CH:8]=[CH:7][C:6]([CH2:9][NH:10][C:11]2[CH:16]=[CH:15][CH:14]=[CH:13][C:12]=2[CH:17]([CH3:19])[CH3:18])=[CH:5][CH:4]=1.[CH:21]([C:24]1[CH:29]=[CH:28][CH:27]=[C:26]([CH:30]([CH3:32])[CH3:31])[C:25]=1[N:33]=[C:34]=[O:35])([CH3:23])[CH3:22], predict the reaction product. The product is: [CH:21]([C:24]1[CH:29]=[CH:28][CH:27]=[C:26]([CH:30]([CH3:31])[CH3:32])[C:25]=1[NH:33][C:34](=[O:35])[N:10]([CH2:9][C:6]1[CH:5]=[CH:4][C:3]([N:2]([CH3:20])[CH3:1])=[CH:8][CH:7]=1)[C:11]1[CH:16]=[CH:15][CH:14]=[CH:13][C:12]=1[CH:17]([CH3:18])[CH3:19])([CH3:22])[CH3:23]. (2) Given the reactants [F:1][C:2]1([F:11])[C:4]2([CH2:7][CH:6](C(O)=O)[CH2:5]2)[CH2:3]1.C1C=CC(P([N:26]=[N+]=[N-])(C2C=CC=CC=2)=O)=CC=1.[Cl:29][C:30]1[CH:31]=[C:32]([C:37]2[C:45]([C:46]([NH2:48])=[O:47])=[C:40]3[CH2:41][NH:42][CH2:43][CH2:44][N:39]3[N:38]=2)[CH:33]=[CH:34][C:35]=1[F:36].C1[CH2:53][O:52]CC1, predict the reaction product. The product is: [Cl:29][C:30]1[CH:31]=[C:32]([C:37]2[C:45]([C:46]([NH2:48])=[O:47])=[C:40]3[CH2:41][N:42]([C:53]([NH:26][CH:6]4[CH2:5][C:4]5([C:2]([F:1])([F:11])[CH2:3]5)[CH2:7]4)=[O:52])[CH2:43][CH2:44][N:39]3[N:38]=2)[CH:33]=[CH:34][C:35]=1[F:36]. (3) Given the reactants Br[C:2]1[CH:7]=[CH:6][C:5]([N:8]2[C:12]3=[N:13][CH:14]=[N:15][C:16]([NH:17][C:18]4[CH:19]=[C:20]([NH:25][C:26](=[O:37])[C:27]5[CH:32]=[CH:31][CH:30]=[C:29]([C:33]([F:36])([F:35])[F:34])[CH:28]=5)[CH:21]=[CH:22][C:23]=4[CH3:24])=[C:11]3[CH:10]=[N:9]2)=[CH:4][CH:3]=1.[NH:38]1[CH2:43][CH2:42][O:41][CH2:40][CH2:39]1.CC(C)([O-])C.[K+], predict the reaction product. The product is: [CH3:24][C:23]1[CH:22]=[CH:21][C:20]([NH:25][C:26](=[O:37])[C:27]2[CH:32]=[CH:31][CH:30]=[C:29]([C:33]([F:36])([F:35])[F:34])[CH:28]=2)=[CH:19][C:18]=1[NH:17][C:16]1[N:15]=[CH:14][N:13]=[C:12]2[N:8]([C:5]3[CH:6]=[CH:7][C:2]([N:38]4[CH2:43][CH2:42][O:41][CH2:40][CH2:39]4)=[CH:3][CH:4]=3)[N:9]=[CH:10][C:11]=12.